The task is: Predict the product of the given reaction.. This data is from Forward reaction prediction with 1.9M reactions from USPTO patents (1976-2016). (1) Given the reactants [Cl:1][C:2]1[CH:3]=[C:4]([CH:8]=[CH:9][C:10]=1[N:11]1[C:15]2[CH2:16][CH2:17][CH2:18][CH2:19][C:14]=2[N:13]=[C:12]1[CH3:20])[C:5]([OH:7])=O.C(N(C(C)C)CC)(C)C.[Cl:30][C:31]1[CH:42]=[CH:41][C:34]2[NH:35][C:36]([C@@H:38]([NH2:40])[CH3:39])=[N:37][C:33]=2[CH:32]=1.ClCl, predict the reaction product. The product is: [Cl:1][C:2]1[CH:3]=[C:4]([CH:8]=[CH:9][C:10]=1[N:11]1[C:15]2[CH2:16][CH2:17][CH2:18][CH2:19][C:14]=2[N:13]=[C:12]1[CH3:20])[C:5]([NH:40][C@H:38]([C:36]1[NH:35][C:34]2[CH:41]=[CH:42][C:31]([Cl:30])=[CH:32][C:33]=2[N:37]=1)[CH3:39])=[O:7]. (2) Given the reactants [O:1]=[C:2]1[C:11]2[C:6](=[CH:7][N:8]=[CH:9][CH:10]=2)[C:5]2=[CH:12][CH:13]=[CH:14][C:15]([C:16]([OH:18])=O)=[C:4]2[NH:3]1.C1C=CC2N(O)N=[N:25]C=2C=1.[NH4+].[Cl-].CCN(C(C)C)C(C)C.CCN=C=NCCCN(C)C, predict the reaction product. The product is: [O:1]=[C:2]1[C:11]2[C:6](=[CH:7][N:8]=[CH:9][CH:10]=2)[C:5]2=[CH:12][CH:13]=[CH:14][C:15]([C:16]([NH2:25])=[O:18])=[C:4]2[NH:3]1. (3) Given the reactants C([O:8][C@@H:9]1[C@H:13]([O:14]CC2C=CC=CC=2)[C@@H:12]([CH2:22][O:23]CC2C=CC=CC=2)[O:11][C@H:10]1[C:31]1[N:39]2[C:34]([C:35]([NH2:40])=[N:36][CH:37]=[N:38]2)=[N:33][CH:32]=1)C1C=CC=CC=1.[H][H], predict the reaction product. The product is: [NH2:40][C:35]1[C:34]2=[N:33][CH:32]=[C:31]([C@H:10]3[C@H:9]([OH:8])[C@H:13]([OH:14])[C@@H:12]([CH2:22][OH:23])[O:11]3)[N:39]2[N:38]=[CH:37][N:36]=1. (4) Given the reactants [CH3:1][N:2]1[C:10]2[C:5](=[CH:6][CH:7]=[C:8]([NH:11][C:12]3[C:13]4[CH:36]=[CH:35][NH:34][C:14]=4[N:15]=[C:16]([NH:18][C:19]4[CH:24]=[CH:23][C:22]([N:25]5[CH2:30][CH2:29][N:28](C(=O)C)[CH2:27][CH2:26]5)=[CH:21][CH:20]=4)[N:17]=3)[CH:9]=2)[CH:4]=[N:3]1.[OH-].[K+].CC(O)=O, predict the reaction product. The product is: [CH3:1][N:2]1[C:10]2[C:5](=[CH:6][CH:7]=[C:8]([NH:11][C:12]3[C:13]4[CH:36]=[CH:35][NH:34][C:14]=4[N:15]=[C:16]([NH:18][C:19]4[CH:24]=[CH:23][C:22]([N:25]5[CH2:30][CH2:29][NH:28][CH2:27][CH2:26]5)=[CH:21][CH:20]=4)[N:17]=3)[CH:9]=2)[CH:4]=[N:3]1. (5) Given the reactants [Cl:1][C:2]1[CH:7]=[CH:6][C:5]([O:8][CH3:9])=[CH:4][C:3]=1[CH:10]([CH3:20])[CH:11]([C:13]1[CH:18]=[CH:17][N:16]=[C:15]([Cl:19])[CH:14]=1)[OH:12].C[N+]1([O-])CCOCC1, predict the reaction product. The product is: [Cl:1][C:2]1[CH:7]=[CH:6][C:5]([O:8][CH3:9])=[CH:4][C:3]=1[CH:10]([CH3:20])[C:11]([C:13]1[CH:18]=[CH:17][N:16]=[C:15]([Cl:19])[CH:14]=1)=[O:12]. (6) Given the reactants [C:1](C1OC(=O)N(C2C=CC3CN(C4N=C5C(C(=O)C(C(O)=O)=CN5CC)=CC=4F)CCCC=3C=2)C1)(=O)N.[C:38]([CH:41]1[O:45][C:44](=[O:46])[N:43]([C:47]2[CH:78]=[CH:77][C:50]3[CH2:51][N:52]([C:56]4[C:65](OC(F)F)=[C:64]5[C:59]([C:60](=[O:75])[C:61]([C:72]([OH:74])=[O:73])=[CH:62][N:63]5[CH2:70][CH3:71])=[CH:58][C:57]=4[F:76])[CH2:53][CH2:54][CH2:55][C:49]=3[CH:48]=2)[CH2:42]1)(=[O:40])[NH2:39], predict the reaction product. The product is: [C:38]([CH:41]1[O:45][C:44](=[O:46])[N:43]([C:47]2[CH:78]=[CH:77][C:50]3[CH2:51][N:52]([C:56]4[CH:65]=[C:64]5[C:59]([C:60](=[O:75])[C:61]([C:72]([OH:74])=[O:73])=[CH:62][N:63]5[CH:70]5[CH2:1][CH2:71]5)=[CH:58][C:57]=4[F:76])[CH2:53][CH2:54][CH2:55][C:49]=3[CH:48]=2)[CH2:42]1)(=[O:40])[NH2:39]. (7) Given the reactants F[C:2]1[CH:9]=[C:8]([N:10]2[C:22]3[CH:21]=[CH:20][CH:19]=[C:18]([C:23]4[NH:27][C:26]5[CH:28]=[C:29]([F:32])[CH:30]=[CH:31][C:25]=5[N:24]=4)[C:17]=3[C:16]3[C:11]2=[CH:12][CH:13]=[CH:14][CH:15]=3)[CH:7]=[CH:6][C:3]=1[C:4]#[N:5].C(=O)([O-])[O-].[K+].[K+].[N:39]1[NH:40][C:41]([CH2:44][NH2:45])=[CH:42][CH:43]=1.[OH-:46].[Na+].OO, predict the reaction product. The product is: [F:32][C:29]1[CH:30]=[CH:31][C:25]2[N:24]=[C:23]([C:18]3[C:17]4[C:16]5[C:11](=[CH:12][CH:13]=[CH:14][CH:15]=5)[N:10]([C:8]5[CH:9]=[CH:2][C:3]([C:4]([NH2:5])=[O:46])=[C:6]([NH:45][CH2:44][C:41]6[NH:40][N:39]=[CH:43][CH:42]=6)[CH:7]=5)[C:22]=4[CH:21]=[CH:20][CH:19]=3)[NH:27][C:26]=2[CH:28]=1. (8) The product is: [C:16]([C:13]1[CH:12]=[CH:11][C:10]([C:8]([N:5]2[CH2:4][CH2:3][N:2]([CH3:1])[CH2:7][CH2:6]2)=[O:9])=[CH:15][CH:14]=1)#[CH:17]. Given the reactants [CH3:1][N:2]1[CH2:7][CH2:6][N:5]([C:8]([C:10]2[CH:15]=[CH:14][C:13]([C:16]#[C:17][Si](C)(C)C)=[CH:12][CH:11]=2)=[O:9])[CH2:4][CH2:3]1.C([O-])([O-])=O.[K+].[K+], predict the reaction product. (9) Given the reactants [CH3:1][C:2]1([CH3:9])[CH2:7][CH2:6][C:5](=O)[CH2:4][CH2:3]1.CC([O-])(C)C.[K+].CC1C=CC(S([CH2:26][N+:27]#[C-])(=O)=O)=CC=1, predict the reaction product. The product is: [CH3:1][C:2]1([CH3:9])[CH2:7][CH2:6][CH:5]([C:26]#[N:27])[CH2:4][CH2:3]1. (10) Given the reactants [O:1]1[C:6]2[CH:7]=[CH:8][C:9]([CH2:11][OH:12])=[CH:10][C:5]=2[NH:4][CH2:3][CH2:2]1, predict the reaction product. The product is: [O:1]1[C:6]2[CH:7]=[CH:8][C:9]([CH:11]=[O:12])=[CH:10][C:5]=2[NH:4][CH2:3][CH2:2]1.